Dataset: Full USPTO retrosynthesis dataset with 1.9M reactions from patents (1976-2016). Task: Predict the reactants needed to synthesize the given product. (1) Given the product [Cl:33][C:28]1[CH:29]=[CH:30][CH:31]=[CH:32][C:27]=1[N:22]1[C:21]([O:20][C:15]2[CH:16]=[CH:17][CH:18]=[CH:19][C:14]=2[NH:13][C:11]([NH:10][C:7]2[CH:6]=[CH:5][C:4]([CH2:3][OH:2])=[CH:9][CH:8]=2)=[O:12])=[CH:25][C:24]([CH3:26])=[N:23]1, predict the reactants needed to synthesize it. The reactants are: C[O:2][C:3](=O)[C:4]1[CH:9]=[CH:8][C:7]([NH:10][C:11]([NH:13][C:14]2[CH:19]=[CH:18][CH:17]=[CH:16][C:15]=2[O:20][C:21]2[N:22]([C:27]3[CH:32]=[CH:31][CH:30]=[CH:29][C:28]=3[Cl:33])[N:23]=[C:24]([CH3:26])[CH:25]=2)=[O:12])=[CH:6][CH:5]=1.[Li+].[BH4-].C(OCC)C.O. (2) Given the product [CH2:11]([C:9]1[S:8][C:6]2[N:7]=[C:2]([NH:35][C:33]3[CH:32]=[N:31][N:30]([CH:28]([CH3:29])[CH3:27])[CH:34]=3)[N:3]=[C:4]([NH:13][C@H:14]3[CH2:19][CH2:18][C@H:17]([N:20]4[CH2:25][CH2:24][O:23][CH2:22][CH2:21]4)[CH2:16][CH2:15]3)[C:5]=2[N:10]=1)[CH3:12], predict the reactants needed to synthesize it. The reactants are: Cl[C:2]1[N:3]=[C:4]([NH:13][C@H:14]2[CH2:19][CH2:18][C@H:17]([N:20]3[CH2:25][CH2:24][O:23][CH2:22][CH2:21]3)[CH2:16][CH2:15]2)[C:5]2[N:10]=[C:9]([CH2:11][CH3:12])[S:8][C:6]=2[N:7]=1.Cl.[CH3:27][CH:28]([N:30]1[CH:34]=[C:33]([NH2:35])[CH:32]=[N:31]1)[CH3:29].Cl. (3) Given the product [Cl:1][C:2]1[CH:3]=[C:4]([C:9]2([C:10]#[N:11])[CH2:14][CH2:13]2)[CH:5]=[CH:6][C:7]=1[F:8], predict the reactants needed to synthesize it. The reactants are: [Cl:1][C:2]1[CH:3]=[C:4]([CH2:9][C:10]#[N:11])[CH:5]=[CH:6][C:7]=1[F:8].Br[CH2:13][CH2:14]Br.[OH-].[Na+].